From a dataset of Full USPTO retrosynthesis dataset with 1.9M reactions from patents (1976-2016). Predict the reactants needed to synthesize the given product. (1) Given the product [N:1]1[S:2][N:3]=[C:4]2[CH:9]=[C:8]([NH:10][C:11]3[N:22]=[CH:21][CH:20]=[CH:19][C:12]=3[C:13]([O:15][CH3:16])=[O:14])[CH:7]=[CH:6][C:5]=12, predict the reactants needed to synthesize it. The reactants are: [N:1]1[S:2][N:3]=[C:4]2[CH:9]=[C:8]([NH:10][C:11]3[N:22]=[CH:21][CH:20]=[CH:19][C:12]=3[C:13]([O:15][CH2:16]C#N)=[O:14])[CH:7]=[CH:6][C:5]=12.C(N(CC)CC)C. (2) Given the product [F:15][C:16]1[CH:21]=[CH:20][C:19]([C:2]2[N:6]3[CH:7]=[CH:8][C:9]([C:11]([F:14])([F:13])[F:12])=[N:10][C:5]3=[N:4][CH:3]=2)=[CH:18][C:17]=1[C:31]1[CH:36]=[CH:35][CH:34]=[CH:33][C:32]=1[S:37]([CH3:40])(=[O:39])=[O:38], predict the reactants needed to synthesize it. The reactants are: Br[C:2]1[N:6]2[CH:7]=[CH:8][C:9]([C:11]([F:14])([F:13])[F:12])=[N:10][C:5]2=[N:4][CH:3]=1.[F:15][C:16]1[CH:21]=[CH:20][C:19](B2OC(C)(C)C(C)(C)O2)=[CH:18][C:17]=1[C:31]1[CH:36]=[CH:35][CH:34]=[CH:33][C:32]=1[S:37]([CH3:40])(=[O:39])=[O:38].C(=O)([O-])[O-].[Na+].[Na+]. (3) Given the product [F:31][C:2]([F:30])([F:1])[CH2:3][NH:4][C:5]([C:7]1([CH2:20][CH2:21][CH2:22][CH2:23][N:24]2[CH2:25][CH2:26][N:27]([C:45](=[O:46])[NH:44][C:33]([CH3:43])([CH3:32])[C:34]3[CH:39]=[CH:38][CH:37]=[C:36]([C:40]([CH3:42])=[CH2:41])[CH:35]=3)[CH2:28][CH2:29]2)[C:8]2[CH:9]=[CH:10][CH:11]=[CH:12][C:13]=2[C:14]2[C:19]1=[CH:18][CH:17]=[CH:16][CH:15]=2)=[O:6], predict the reactants needed to synthesize it. The reactants are: [F:1][C:2]([F:31])([F:30])[CH2:3][NH:4][C:5]([C:7]1([CH2:20][CH2:21][CH2:22][CH2:23][N:24]2[CH2:29][CH2:28][NH:27][CH2:26][CH2:25]2)[C:19]2[CH:18]=[CH:17][CH:16]=[CH:15][C:14]=2[C:13]2[C:8]1=[CH:9][CH:10]=[CH:11][CH:12]=2)=[O:6].[CH3:32][C:33]([N:44]=[C:45]=[O:46])([CH3:43])[C:34]1[CH:39]=[CH:38][CH:37]=[C:36]([C:40]([CH3:42])=[CH2:41])[CH:35]=1. (4) Given the product [C:1]([O:5][C:6](=[O:21])[N:7]([C:9]1[CH:10]=[C:11]2[C:16](=[CH:17][C:18]=1[F:19])[C:15](=[O:20])[N:14]([C:26]1[CH:25]=[N:24][C:23]([NH2:22])=[CH:28][CH:27]=1)[CH:13]=[CH:12]2)[CH3:8])([CH3:4])([CH3:2])[CH3:3], predict the reactants needed to synthesize it. The reactants are: [C:1]([O:5][C:6](=[O:21])[N:7]([C:9]1[CH:10]=[C:11]2[C:16](=[CH:17][C:18]=1[F:19])[C:15](=[O:20])[NH:14][CH:13]=[CH:12]2)[CH3:8])([CH3:4])([CH3:3])[CH3:2].[NH2:22][C:23]1[CH:28]=[CH:27][C:26](I)=[CH:25][N:24]=1.OC1C=CC=C2C=1N=CC=C2.C(=O)([O-])[O-].[K+].[K+].